From a dataset of Full USPTO retrosynthesis dataset with 1.9M reactions from patents (1976-2016). Predict the reactants needed to synthesize the given product. (1) Given the product [Cl:8][C:6]1[CH:5]=[C:4]([C:11]#[C:10][C:12]2[CH:17]=[CH:16][CH:15]=[CH:14][CH:13]=2)[N:3]=[C:2]([NH2:1])[CH:7]=1, predict the reactants needed to synthesize it. The reactants are: [NH2:1][C:2]1[CH:7]=[C:6]([Cl:8])[CH:5]=[C:4](Cl)[N:3]=1.[C:10]([C:12]1[CH:17]=[CH:16][CH:15]=[CH:14][CH:13]=1)#[CH:11].C(N(CC)CC)C.C1COCC1. (2) Given the product [CH2:18]1[C:27]2[C:22](=[CH:23][CH:24]=[CH:25][CH:26]=2)[CH2:21][CH2:20][N:19]1[CH2:16][CH2:15][CH2:14][CH2:13][O:12][C:8]1[N:9]=[C:10]2[C:5]([CH:4]=[CH:3][C:2](=[O:1])[NH:11]2)=[CH:6][CH:7]=1, predict the reactants needed to synthesize it. The reactants are: [O:1]=[C:2]1[NH:11][C:10]2[N:9]=[C:8]([O:12][CH2:13][CH2:14][CH2:15][CH:16]=O)[CH:7]=[CH:6][C:5]=2[CH:4]=[CH:3]1.[CH2:18]1[C:27]2[C:22](=[CH:23][CH:24]=[CH:25][CH:26]=2)[CH2:21][CH2:20][NH:19]1.C(O)(=O)C.C(O[BH-](OC(=O)C)OC(=O)C)(=O)C.[Na+]. (3) Given the product [C:1]([O:5][C:6]([N:8]1[CH2:13][CH2:12][N:11]([C:14]2[C:23]3[C:18](=[CH:19][C:20]([Cl:24])=[CH:21][CH:22]=3)[N:17]=[C:16]([NH:31][CH:28]([CH3:30])[CH3:29])[CH:15]=2)[CH2:10][CH2:9]1)=[O:7])([CH3:4])([CH3:3])[CH3:2], predict the reactants needed to synthesize it. The reactants are: [C:1]([O:5][C:6]([N:8]1[CH2:13][CH2:12][N:11]([C:14]2[C:23]3[C:18](=[CH:19][C:20]([Cl:24])=[CH:21][CH:22]=3)[NH:17][C:16](=O)[CH:15]=2)[CH2:10][CH2:9]1)=[O:7])([CH3:4])([CH3:3])[CH3:2].[H-].[Na+].[CH:28]([NH2:31])([CH3:30])[CH3:29].